Dataset: Catalyst prediction with 721,799 reactions and 888 catalyst types from USPTO. Task: Predict which catalyst facilitates the given reaction. (1) Reactant: [OH:1][C:2]1[CH:7]=[CH:6][C:5]([CH2:8][C:9]#[N:10])=[CH:4][CH:3]=1.Cl[CH2:12][CH2:13][CH2:14][CH2:15][CH2:16][CH2:17][CH2:18][CH2:19][OH:20].C(=O)([O-])[O-].[K+].[K+].[I-].[K+]. Product: [OH:20][CH2:19][CH2:18][CH2:17][CH2:16][CH2:15][CH2:14][CH2:13][CH2:12][O:1][C:2]1[CH:7]=[CH:6][C:5]([CH2:8][C:9]#[N:10])=[CH:4][CH:3]=1. The catalyst class is: 9. (2) Reactant: [Cl:1][C:2]1[CH:23]=[C:22]([O:24][CH2:25][CH:26]=[C:27]([Cl:29])[Cl:28])[CH:21]=[C:20]([Cl:30])[C:3]=1[O:4][CH2:5][CH2:6][CH2:7][O:8][C:9]1[CH:14]=[CH:13][C:12]([CH:15]=[CH:16][C:17](=O)[CH3:18])=[CH:11][CH:10]=1.Cl.[CH3:32][O:33][NH2:34].[C:35]([O-])(=O)C.[Na+].O. Product: [CH2:32]([O:33][N:34]=[C:17]([CH:16]=[CH:15][C:12]1[CH:13]=[CH:14][C:9]([O:8][CH2:7][CH2:6][CH2:5][O:4][C:3]2[C:2]([Cl:1])=[CH:23][C:22]([O:24][CH2:25][CH:26]=[C:27]([Cl:29])[Cl:28])=[CH:21][C:20]=2[Cl:30])=[CH:10][CH:11]=1)[CH3:18])[CH3:35]. The catalyst class is: 5. (3) Reactant: [O:1]=[C:2]([C@@:18]1([OH:59])[CH2:35][C@H:34]([O:36][C@@H:37]2[O:51][C@@H:50]([CH3:52])[C@H:40]3[O:41][C@H:42]4[N:47]([C@H:39]3[CH2:38]2)[CH2:46][CH2:45][O:44][C@@H:43]4[O:48][CH3:49])[C:33]2[C:20](=[C:21]([OH:58])[C:22]3[C:23](=[O:57])[C:24]4[C:29]([C:30](=[O:54])[C:31]=3[C:32]=2[OH:53])=[C:28]([O:55][CH3:56])[CH:27]=[CH:26][CH:25]=4)[CH2:19]1)[CH2:3][O:4][C:5]1([O:11][CH2:12][C:13]([O:15]CC)=[O:14])[CH2:10][CH2:9][CH2:8][CH2:7][CH2:6]1.[OH-].[Na+]. Product: [O:1]=[C:2]([C@@:18]1([OH:59])[CH2:35][C@H:34]([O:36][C@@H:37]2[O:51][C@@H:50]([CH3:52])[C@H:40]3[O:41][C@H:42]4[N:47]([C@H:39]3[CH2:38]2)[CH2:46][CH2:45][O:44][C@@H:43]4[O:48][CH3:49])[C:33]2[C:20](=[C:21]([OH:58])[C:22]3[C:23](=[O:57])[C:24]4[C:29]([C:30](=[O:54])[C:31]=3[C:32]=2[OH:53])=[C:28]([O:55][CH3:56])[CH:27]=[CH:26][CH:25]=4)[CH2:19]1)[CH2:3][O:4][C:5]1([O:11][CH2:12][C:13]([OH:15])=[O:14])[CH2:10][CH2:9][CH2:8][CH2:7][CH2:6]1. The catalyst class is: 211. (4) Reactant: COC[O:4][C:5]1[CH:9]=[C:8]([C:10]2[CH:15]=[CH:14][C:13]([OH:16])=[CH:12][CH:11]=2)[O:7][N:6]=1.[CH:17]([O:20][C:21]1[CH:22]=[C:23]([CH:27]([CH3:30])[CH2:28]O)[CH:24]=[CH:25][CH:26]=1)([CH3:19])[CH3:18].C1(P(C2C=CC=CC=2)C2C=CC=CC=2)C=CC=CC=1.N(C(OC(C)C)=O)=NC(OC(C)C)=O. Product: [CH:17]([O:20][C:21]1[CH:22]=[C:23]([CH:27]([CH3:30])[CH2:28][O:16][C:13]2[CH:12]=[CH:11][C:10]([C:8]3[O:7][N:6]=[C:5]([OH:4])[CH:9]=3)=[CH:15][CH:14]=2)[CH:24]=[CH:25][CH:26]=1)([CH3:19])[CH3:18]. The catalyst class is: 83. (5) Reactant: [S:1]1[C:5]2[CH:6]=[CH:7][CH:8]=[CH:9][C:4]=2[N:3]=[C:2]1[CH2:10][C:11]1[CH:27]=[CH:26][C:14]([CH2:15][N:16]2[CH2:21][CH:20]3[CH2:22][CH:17]2[CH2:18][N:19]3C(=O)C)=[CH:13][CH:12]=1.CCN(CC)CC.[CH3:35][S:36](Cl)(=[O:38])=[O:37]. Product: [CH3:35][S:36]([N:19]1[CH2:18][C@@H:17]2[CH2:22][C@H:20]1[CH2:21][N:16]2[CH2:15][C:14]1[CH:13]=[CH:12][C:11]([CH2:10][C:2]2[S:1][C:5]3[CH:6]=[CH:7][CH:8]=[CH:9][C:4]=3[N:3]=2)=[CH:27][CH:26]=1)(=[O:38])=[O:37]. The catalyst class is: 2. (6) Reactant: [CH2:1]([O:8][P:9]([O:19][C:20]1[CH:28]=[C:27]2[C:23]([C@H:24]([CH2:39][Cl:40])[CH2:25][N:26]2[C:29]([C:31]23[CH2:35][C:33]([C:36]([OH:38])=O)([CH2:34]2)[CH2:32]3)=[O:30])=[C:22]2[C:41]([CH3:44])=[CH:42][S:43][C:21]=12)([O:11][CH2:12][C:13]1[CH:18]=[CH:17][CH:16]=[CH:15][CH:14]=1)=[O:10])[C:2]1[CH:7]=[CH:6][CH:5]=[CH:4][CH:3]=1.C(Cl)(=O)C([Cl:48])=O.C1COCC1. Product: [P:9]([O:19][C:20]1[CH:28]=[C:27]2[C:23]([C@H:24]([CH2:39][Cl:40])[CH2:25][N:26]2[C:29]([C:31]23[CH2:34][C:33]([C:36]([Cl:48])=[O:38])([CH2:35]2)[CH2:32]3)=[O:30])=[C:22]2[C:41]([CH3:44])=[CH:42][S:43][C:21]=12)([O:11][CH2:12][C:13]1[CH:18]=[CH:17][CH:16]=[CH:15][CH:14]=1)([O:8][CH2:1][C:2]1[CH:3]=[CH:4][CH:5]=[CH:6][CH:7]=1)=[O:10]. The catalyst class is: 174. (7) Reactant: [OH:1][C:2]1[CH:28]=[CH:27][C:5]2[N:6]=[C:7]([N:9]3[CH2:14][CH2:13][CH:12]([O:15][CH2:16][C@@H:17]([NH:19][C:20](=[O:26])[O:21][C:22]([CH3:25])([CH3:24])[CH3:23])[CH3:18])[CH2:11][CH2:10]3)[O:8][C:4]=2[CH:3]=1.C(=O)([O-])[O-].[K+].[K+].I[CH2:36][CH:37]([CH3:39])[CH3:38]. Product: [CH3:18][C@H:17]([NH:19][C:20](=[O:26])[O:21][C:22]([CH3:24])([CH3:23])[CH3:25])[CH2:16][O:15][CH:12]1[CH2:11][CH2:10][N:9]([C:7]2[O:8][C:4]3[CH:3]=[C:2]([O:1][CH2:36][CH:37]([CH3:39])[CH3:38])[CH:28]=[CH:27][C:5]=3[N:6]=2)[CH2:14][CH2:13]1. The catalyst class is: 39.